Dataset: Full USPTO retrosynthesis dataset with 1.9M reactions from patents (1976-2016). Task: Predict the reactants needed to synthesize the given product. Given the product [CH3:1][NH:2][CH2:8][C@@H:9]([NH:17][C:18](=[O:19])[O:20][CH2:21][C:22]1[CH:27]=[CH:26][CH:25]=[CH:24][CH:23]=1)[CH2:10][C@H:11]1[CH2:16][CH2:15][CH2:14][O:13][CH2:12]1, predict the reactants needed to synthesize it. The reactants are: [CH3:1][NH2:2].CS(O[CH2:8][C@@H:9]([NH:17][C:18]([O:20][CH2:21][C:22]1[CH:27]=[CH:26][CH:25]=[CH:24][CH:23]=1)=[O:19])[CH2:10][C@H:11]1[CH2:16][CH2:15][CH2:14][O:13][CH2:12]1)(=O)=O.